This data is from Reaction yield outcomes from USPTO patents with 853,638 reactions. The task is: Predict the reaction yield, written as a fraction of the theoretical maximum amount of product (1.0 means a 100% yield; for example, 0.34 means a 34% yield). (1) The reactants are [CH3:1][O:2][C:3]([C:5]1[S:6][C:7]([C:26]2[CH:31]=[CH:30][CH:29]=[CH:28][CH:27]=2)=[CH:8][C:9]=1[N:10]([C:17]([CH:19]1[CH2:24][CH2:23][CH:22]([CH3:25])[CH2:21][CH2:20]1)=[O:18])[CH:11]1[CH2:16][CH2:15][NH:14][CH2:13][CH2:12]1)=[O:4].N1C=CC=CC=1.[C:38](OC(=O)C)(=[O:40])[CH3:39]. The catalyst is ClCCl.CN(C1C=CN=CC=1)C. The product is [CH3:1][O:2][C:3]([C:5]1[S:6][C:7]([C:26]2[CH:27]=[CH:28][CH:29]=[CH:30][CH:31]=2)=[CH:8][C:9]=1[N:10]([CH:11]1[CH2:16][CH2:15][N:14]([C:38](=[O:40])[CH3:39])[CH2:13][CH2:12]1)[C:17]([CH:19]1[CH2:20][CH2:21][CH:22]([CH3:25])[CH2:23][CH2:24]1)=[O:18])=[O:4]. The yield is 0.780. (2) The product is [CH3:29][C:16]1([CH3:30])[CH2:17][N:18]([C:22]2[CH:27]=[CH:26][CH:25]=[CH:24][C:23]=2[CH3:28])[C:19](=[O:21])[CH2:20][NH:15]1. The catalyst is C(Cl)Cl. The reactants are FC(F)(F)C(O)=O.C(OC([N:15]1[CH2:20][C:19](=[O:21])[N:18]([C:22]2[CH:27]=[CH:26][CH:25]=[CH:24][C:23]=2[CH3:28])[CH2:17][C:16]1([CH3:30])[CH3:29])=O)(C)(C)C. The yield is 0.840. (3) The reactants are [CH2:1]([NH:8][C:9](=[O:11])[OH:10])[C:2]1[CH:7]=[CH:6][CH:5]=[CH:4][CH:3]=1.[NH:12]1[CH:16]=[CH:15][CH:14]=[N:13]1.C(=O)([O-])[O-].[K+].[K+].[Br:23]Br.O. The catalyst is C(Cl)Cl. The product is [CH2:1]([NH:8][C:9](=[O:10])[OH:11])[C:2]1[CH:7]=[CH:6][CH:5]=[CH:4][CH:3]=1.[Br:23][C:16]1[CH:15]=[CH:14][NH:13][N:12]=1. The yield is 0.930. (4) The reactants are [C:1]1([CH2:11][NH:12][S:13]([C:16]2[CH:17]=[C:18]([CH:22]=[CH:23][C:24]([OH:26])=O)[CH:19]=[CH:20][CH:21]=2)(=[O:15])=[O:14])[C:10]2[C:5](=[CH:6][CH:7]=[CH:8][CH:9]=2)[CH:4]=[CH:3][CH:2]=1.[Cl:27]CCl. The catalyst is CN(C)C=O. The product is [C:1]1([CH2:11][NH:12][S:13]([C:16]2[CH:17]=[C:18]([CH:22]=[CH:23][C:24]([Cl:27])=[O:26])[CH:19]=[CH:20][CH:21]=2)(=[O:15])=[O:14])[C:10]2[C:5](=[CH:6][CH:7]=[CH:8][CH:9]=2)[CH:4]=[CH:3][CH:2]=1. The yield is 0.980. (5) The reactants are C[O:2][CH2:3][CH2:4][NH:5][C:6]1[C:7]([C:11]2[N:15]([C:16]3[CH:21]=[CH:20][CH:19]=[C:18]([C:22]([F:25])([F:24])[F:23])[CH:17]=3)[C:14](=[O:26])[O:13][N:12]=2)=[N:8][O:9][N:10]=1.B(Br)(Br)Br.C(=O)(O)[O-].[Na+].C(OCC)(=O)C. The catalyst is ClCCl.O. The product is [OH:2][CH2:3][CH2:4][NH:5][C:6]1[C:7]([C:11]2[N:15]([C:16]3[CH:21]=[CH:20][CH:19]=[C:18]([C:22]([F:24])([F:23])[F:25])[CH:17]=3)[C:14](=[O:26])[O:13][N:12]=2)=[N:8][O:9][N:10]=1. The yield is 0.810. (6) The reactants are [Na+:1].[OH:2][C:3]1[CH:8]=[CH:7][C:6]([S:9]([O-:12])(=[O:11])=[O:10])=[CH:5][CH:4]=1.[OH-].[K+].Br[CH:16]([OH:22])[CH2:17][CH2:18][CH2:19][CH2:20][CH3:21]. The catalyst is C(O)C. The product is [OH:22][CH2:16][CH2:17][CH2:18][CH2:19][CH2:20][CH2:21][O:2][C:3]1[CH:8]=[CH:7][C:6]([S:9]([O-:12])(=[O:10])=[O:11])=[CH:5][CH:4]=1.[Na+:1]. The yield is 0.920. (7) The reactants are Cl[C:2]1[N:9]=[C:8]([C:10]2[O:11][CH:12]=[CH:13][CH:14]=2)[C:7]([C:15]2[CH:20]=[CH:19][N:18]=[CH:17][N:16]=2)=[CH:6][C:3]=1[C:4]#[N:5].[NH3:21]. The catalyst is C(O)C. The product is [NH2:21][C:2]1[N:9]=[C:8]([C:10]2[O:11][CH:12]=[CH:13][CH:14]=2)[C:7]([C:15]2[CH:20]=[CH:19][N:18]=[CH:17][N:16]=2)=[CH:6][C:3]=1[C:4]#[N:5]. The yield is 0.700. (8) The reactants are [Cl:1][C:2]1[CH:10]=[CH:9][CH:8]=[CH:7][C:3]=1[C:4]([NH2:6])=[O:5].[C:11](Cl)(=[O:15])C(Cl)=O.[NH2:17][C:18]1[S:19][C:20]2[CH:26]=[C:25]([S:27]([CH:30]3[CH2:34][CH2:33][N:32](C(OC(C)(C)C)=O)[CH2:31]3)(=[O:29])=[O:28])[CH:24]=[CH:23][C:21]=2[N:22]=1.CO. The catalyst is C1COCC1.Cl.CC#N. The product is [Cl:1][C:2]1[CH:10]=[CH:9][CH:8]=[CH:7][C:3]=1[C:4]([NH:6][C:11](=[O:15])[NH:17][C:18]1[S:19][C:20]2[CH:26]=[C:25]([S:27]([CH:30]3[CH2:34][CH2:33][NH:32][CH2:31]3)(=[O:29])=[O:28])[CH:24]=[CH:23][C:21]=2[N:22]=1)=[O:5]. The yield is 0.430.